Dataset: Reaction yield outcomes from USPTO patents with 853,638 reactions. Task: Predict the reaction yield, written as a fraction of the theoretical maximum amount of product (1.0 means a 100% yield; for example, 0.34 means a 34% yield). (1) The reactants are C([O:3][C:4]([C:6]1[N:7]([CH2:12][CH2:13][C@@H:14]2[CH2:18][S:17][C:16]([C:19]3[NH:20][C:21]4[C:26]([CH:27]=3)=[CH:25][C:24]([Cl:28])=[CH:23][C:22]=4[NH:29][CH:30]3[CH2:34][CH2:33][CH2:32][CH2:31]3)=[N:15]2)[CH:8]=[N:9][C:10]=1[CH3:11])=[O:5])C.CO.O.[OH-].[Li+].Cl. The catalyst is O1CCCC1.O. The product is [Cl:28][C:24]1[CH:25]=[C:26]2[C:21](=[C:22]([NH:29][CH:30]3[CH2:34][CH2:33][CH2:32][CH2:31]3)[CH:23]=1)[NH:20][C:19]([C:16]1[S:17][CH2:18][C@@H:14]([CH2:13][CH2:12][N:7]3[C:6]([C:4]([OH:5])=[O:3])=[C:10]([CH3:11])[N:9]=[CH:8]3)[N:15]=1)=[CH:27]2. The yield is 0.520. (2) The reactants are [NH2:1][C@H:2]([C:5]1[N:14]([C@@H:15]2[CH2:17][C@@H:16]2[F:18])[C:13](=[O:19])[C:12]2[C:7](=[CH:8][CH:9]=[CH:10][C:11]=2[Cl:20])[N:6]=1)[CH2:3][CH3:4].Cl[C:22]1[N:27]=[CH:26][N:25]=[C:24]([NH2:28])[C:23]=1[C:29]1[O:33][N:32]=[C:31]([CH3:34])[N:30]=1.CCN(C(C)C)C(C)C.CCOC(C)=O. The catalyst is CCCCO. The product is [NH2:28][C:24]1[N:25]=[CH:26][N:27]=[C:22]([NH:1][C@H:2]([C:5]2[N:14]([C@H:15]3[CH2:17][C@@H:16]3[F:18])[C:13](=[O:19])[C:12]3[C:7](=[CH:8][CH:9]=[CH:10][C:11]=3[Cl:20])[N:6]=2)[CH2:3][CH3:4])[C:23]=1[C:29]1[O:33][N:32]=[C:31]([CH3:34])[N:30]=1. The yield is 0.616. (3) The reactants are [Br:1][C:2]1[CH:7]=[CH:6][C:5]([C@H:8]([NH:13][C@@H:14]([CH2:18][CH:19]([CH3:21])[CH3:20])[C:15]([OH:17])=[O:16])[C:9]([F:12])([F:11])[F:10])=[CH:4][CH:3]=1.S(=O)(=O)(O)O.[CH:27](O)([CH3:29])[CH3:28]. No catalyst specified. The product is [CH:27]([O:16][C:15](=[O:17])[C@@H:14]([NH:13][C@@H:8]([C:5]1[CH:4]=[CH:3][C:2]([Br:1])=[CH:7][CH:6]=1)[C:9]([F:12])([F:11])[F:10])[CH2:18][CH:19]([CH3:21])[CH3:20])([CH3:29])[CH3:28]. The yield is 0.880. (4) The product is [ClH:63].[F:26][CH:27]1[CH2:31][CH2:30][N:29]([C:32]2[C:37]([C:38]3[CH:39]=[CH:40][C:41]4[C:42]5[NH:56][N:55]=[CH:54][C:43]=5[C:44](=[O:53])[N:45]([CH2:48][C:49]([F:52])([F:51])[F:50])[C:46]=4[CH:47]=3)=[CH:36][CH:35]=[CH:34][N:33]=2)[CH2:28]1. The reactants are O1CCCCC1N1C2C3C=CC=CC=3N(CC(F)(F)F)C(=O)C=2C=N1.[F:26][CH:27]1[CH2:31][CH2:30][N:29]([C:32]2[C:37]([C:38]3[CH:39]=[CH:40][C:41]4[C:42]5[NH:56][N:55](C6CCCCO6)[CH2:54][C:43]=5[C:44](=[O:53])[N:45]([CH2:48][C:49]([F:52])([F:51])[F:50])[C:46]=4[CH:47]=3)=[CH:36][CH:35]=[CH:34][N:33]=2)[CH2:28]1.[ClH:63]. The catalyst is O. The yield is 0.470. (5) The reactants are I[C:2]1[C:10]2[O:9][CH:8]=[CH:7][C:6]=2[CH:5]=[C:4]([N+:11]([O-:13])=[O:12])[CH:3]=1.[N:14]1[CH:19]=[C:18](B(O)O)[CH:17]=[N:16][CH:15]=1.C([O-])([O-])=O.[Na+].[Na+]. The catalyst is COCCOC.C1C=CC([P]([Pd]([P](C2C=CC=CC=2)(C2C=CC=CC=2)C2C=CC=CC=2)([P](C2C=CC=CC=2)(C2C=CC=CC=2)C2C=CC=CC=2)[P](C2C=CC=CC=2)(C2C=CC=CC=2)C2C=CC=CC=2)(C2C=CC=CC=2)C2C=CC=CC=2)=CC=1. The product is [N+:11]([C:4]1[CH:3]=[C:2]([C:18]2[CH:19]=[N:14][CH:15]=[N:16][CH:17]=2)[C:10]2[O:9][CH:8]=[CH:7][C:6]=2[CH:5]=1)([O-:13])=[O:12]. The yield is 0.550. (6) The reactants are [Cl:1][C:2]1[C:3](=[O:29])[N:4]([C:18]2[CH:23]=[C:22]([C:24](=O)[C:25]#[CH:26])[CH:21]=[CH:20][C:19]=2[CH3:28])[C:5]([CH3:17])=[N:6][C:7]=1[O:8][CH2:9][C:10]1[CH:15]=[CH:14][C:13]([F:16])=[CH:12][CH:11]=1.Cl.[OH:31][C:32]([CH3:37])([CH3:36])[C:33]([NH2:35])=[NH:34].C(=O)([O-])[O-].[K+].[K+]. The catalyst is C(#N)C. The product is [Cl:1][C:2]1[C:3](=[O:29])[N:4]([C:18]2[CH:23]=[C:22]([C:24]3[CH:25]=[CH:26][N:35]=[C:33]([C:32]([OH:31])([CH3:37])[CH3:36])[N:34]=3)[CH:21]=[CH:20][C:19]=2[CH3:28])[C:5]([CH3:17])=[N:6][C:7]=1[O:8][CH2:9][C:10]1[CH:15]=[CH:14][C:13]([F:16])=[CH:12][CH:11]=1. The yield is 0.240. (7) The reactants are N1C(C2C=CC([C:12]3[C:21](C)=[CH:20][C:19]4[C:14](=[CH:15][CH:16]=[C:17]([O:23][CH3:24])[CH:18]=4)[N:13]=3)=CC=2)=NN=N1.[F:25][C:26]1[CH:27]=[C:28]([CH:33]=[CH:34][C:35]=1B1OC(C)(C)C(C)(C)O1)[C:29]([O:31][CH3:32])=[O:30].C(=O)([O-])[O-].[Na+].[Na+]. The catalyst is O1CCOCC1.O.C1C=CC(P(C2C=CC=CC=2)[C-]2C=CC=C2)=CC=1.C1C=CC(P(C2C=CC=CC=2)[C-]2C=CC=C2)=CC=1.Cl[Pd]Cl.[Fe+2]. The yield is 0.460. The product is [F:25][C:26]1[CH:27]=[C:28]([CH:33]=[CH:34][C:35]=1[C:12]1[CH:21]=[CH:20][C:19]2[C:14](=[CH:15][CH:16]=[C:17]([O:23][CH3:24])[CH:18]=2)[N:13]=1)[C:29]([O:31][CH3:32])=[O:30]. (8) The reactants are [Cl:1][C:2]1[CH:3]=[N:4][CH:5]=[C:6]([Cl:22])[C:7]=1[CH2:8][CH:9]([C:11]1[CH:16]=[CH:15][C:14]([O:17][CH3:18])=[C:13]([O:19][CH2:20][CH3:21])[CH:12]=1)O.C1C=CC(P(C2C=CC=CC=2)C2C=CC=CC=2)=CC=1.CC(OC(/[N:48]=N/C(OC(C)C)=O)=O)C.P(N=[N+]=[N-])(OC1C=CC=CC=1)(OC1C=CC=CC=1)=O.C[O:76][C:77](=O)[C:78]1[C:83]([NH:84][C:85]([CH:87]2[CH2:89][CH2:88]2)=[O:86])=[CH:82][CH:81]=[CH:80][C:79]=1[CH2:90]Br.C(N(CC)CC)C. The catalyst is CN(C=O)C.O. The product is [Cl:1][C:2]1[CH:3]=[N:4][CH:5]=[C:6]([Cl:22])[C:7]=1[CH2:8][CH:9]([N:48]1[C:77](=[O:76])[C:78]2[C:79](=[CH:80][CH:81]=[CH:82][C:83]=2[NH:84][C:85]([CH:87]2[CH2:89][CH2:88]2)=[O:86])[CH2:90]1)[C:11]1[CH:16]=[CH:15][C:14]([O:17][CH3:18])=[C:13]([O:19][CH2:20][CH3:21])[CH:12]=1. The yield is 0.160.